The task is: Regression. Given two drug SMILES strings and cell line genomic features, predict the synergy score measuring deviation from expected non-interaction effect.. This data is from NCI-60 drug combinations with 297,098 pairs across 59 cell lines. (1) Cell line: UACC-257. Synergy scores: CSS=48.3, Synergy_ZIP=-4.73, Synergy_Bliss=0.280, Synergy_Loewe=3.42, Synergy_HSA=4.06. Drug 2: N.N.Cl[Pt+2]Cl. Drug 1: CC1=C(C(=O)C2=C(C1=O)N3CC4C(C3(C2COC(=O)N)OC)N4)N. (2) Drug 1: CC12CCC3C(C1CCC2=O)CC(=C)C4=CC(=O)C=CC34C. Drug 2: CC(C1=C(C=CC(=C1Cl)F)Cl)OC2=C(N=CC(=C2)C3=CN(N=C3)C4CCNCC4)N. Cell line: 786-0. Synergy scores: CSS=45.9, Synergy_ZIP=0.109, Synergy_Bliss=2.44, Synergy_Loewe=1.46, Synergy_HSA=1.60. (3) Drug 1: C1CC(CNC1)C2=CC=C(C=C2)N3C=C4C=CC=C(C4=N3)C(=O)N. Drug 2: CC1(CCCN1)C2=NC3=C(C=CC=C3N2)C(=O)N. Cell line: SK-OV-3. Synergy scores: CSS=0.105, Synergy_ZIP=-0.778, Synergy_Bliss=-0.869, Synergy_Loewe=-4.56, Synergy_HSA=-3.25. (4) Drug 1: CC1=C2C(C(=O)C3(C(CC4C(C3C(C(C2(C)C)(CC1OC(=O)C(C(C5=CC=CC=C5)NC(=O)OC(C)(C)C)O)O)OC(=O)C6=CC=CC=C6)(CO4)OC(=O)C)OC)C)OC. Drug 2: C1CN1P(=S)(N2CC2)N3CC3. Cell line: HCC-2998. Synergy scores: CSS=28.7, Synergy_ZIP=-10.3, Synergy_Bliss=-17.3, Synergy_Loewe=-14.7, Synergy_HSA=-12.3. (5) Drug 1: C1CC(C1)(C(=O)O)C(=O)O.[NH2-].[NH2-].[Pt+2]. Drug 2: C(=O)(N)NO. Cell line: NCI-H226. Synergy scores: CSS=1.42, Synergy_ZIP=-1.77, Synergy_Bliss=-2.69, Synergy_Loewe=-2.27, Synergy_HSA=-2.09. (6) Drug 1: CN1CCC(CC1)COC2=C(C=C3C(=C2)N=CN=C3NC4=C(C=C(C=C4)Br)F)OC. Drug 2: CC(C)CN1C=NC2=C1C3=CC=CC=C3N=C2N. Cell line: SNB-75. Synergy scores: CSS=5.50, Synergy_ZIP=-2.29, Synergy_Bliss=0.247, Synergy_Loewe=-4.73, Synergy_HSA=-0.789.